Dataset: NCI-60 drug combinations with 297,098 pairs across 59 cell lines. Task: Regression. Given two drug SMILES strings and cell line genomic features, predict the synergy score measuring deviation from expected non-interaction effect. Drug 1: CS(=O)(=O)C1=CC(=C(C=C1)C(=O)NC2=CC(=C(C=C2)Cl)C3=CC=CC=N3)Cl. Drug 2: C1CCN(CC1)CCOC2=CC=C(C=C2)C(=O)C3=C(SC4=C3C=CC(=C4)O)C5=CC=C(C=C5)O. Cell line: NCI-H522. Synergy scores: CSS=10.3, Synergy_ZIP=-1.06, Synergy_Bliss=4.66, Synergy_Loewe=3.62, Synergy_HSA=3.69.